This data is from Forward reaction prediction with 1.9M reactions from USPTO patents (1976-2016). The task is: Predict the product of the given reaction. (1) The product is: [F:1][C:2]([C:5]1[N:6]=[C:7]([CH2:10][N:11]2[N:15]=[C:14]([NH:16][C:31]([C:26]3[N:27]=[C:28]([CH3:30])[O:29][C:25]=3[C:20]3[CH:21]=[C:22]([F:24])[CH:23]=[C:18]([F:17])[CH:19]=3)=[O:32])[CH:13]=[N:12]2)[S:8][CH:9]=1)([F:4])[CH3:3]. Given the reactants [F:1][C:2]([C:5]1[N:6]=[C:7]([CH2:10][N:11]2[N:15]=[C:14]([NH2:16])[CH:13]=[N:12]2)[S:8][CH:9]=1)([F:4])[CH3:3].[F:17][C:18]1[CH:19]=[C:20]([C:25]2[O:29][C:28]([CH3:30])=[N:27][C:26]=2[C:31](O)=[O:32])[CH:21]=[C:22]([F:24])[CH:23]=1, predict the reaction product. (2) Given the reactants [CH3:1][O:2][C:3]1[CH:24]=[CH:23][C:6]([CH2:7][N:8]2[C:13]3[S:14][CH:15]=[C:16]([CH:17]=C)[C:12]=3[C:11]3=[N:19][CH:20]=[N:21][N:10]3[C:9]2=[O:22])=[CH:5][CH:4]=1.I([O-])(=O)(=O)=[O:26].[Na+], predict the reaction product. The product is: [CH3:1][O:2][C:3]1[CH:4]=[CH:5][C:6]([CH2:7][N:8]2[C:13]3[S:14][CH:15]=[C:16]([CH:17]=[O:26])[C:12]=3[C:11]3=[N:19][CH:20]=[N:21][N:10]3[C:9]2=[O:22])=[CH:23][CH:24]=1.